Dataset: Forward reaction prediction with 1.9M reactions from USPTO patents (1976-2016). Task: Predict the product of the given reaction. (1) Given the reactants [Br:1][C:2]1[C:10]2[C:9]([C:11]3[CH:16]=[CH:15][CH:14]=[C:13]([N+:17]([O-])=O)[CH:12]=3)=[N:8][CH:7]=[N:6][C:5]=2[NH:4][CH:3]=1, predict the reaction product. The product is: [Br:1][C:2]1[C:10]2[C:9]([C:11]3[CH:12]=[C:13]([CH:14]=[CH:15][CH:16]=3)[NH2:17])=[N:8][CH:7]=[N:6][C:5]=2[NH:4][CH:3]=1. (2) Given the reactants C(Cl)(=O)C(Cl)=O.[CH:7]1([N:13]([CH:23]2[CH2:28][CH2:27][CH2:26][CH2:25][CH2:24]2)[C:14]([NH:16][N:17]2[CH2:22][CH2:21][CH2:20][CH2:19][CH2:18]2)=O)[CH2:12][CH2:11][CH2:10][CH2:9][CH2:8]1.[NH3:29], predict the reaction product. The product is: [CH:7]1([N:13]([CH:23]2[CH2:28][CH2:27][CH2:26][CH2:25][CH2:24]2)[C:14]([NH2:29])=[N:16][N:17]2[CH2:22][CH2:21][CH2:20][CH2:19][CH2:18]2)[CH2:12][CH2:11][CH2:10][CH2:9][CH2:8]1.